The task is: Predict the product of the given reaction.. This data is from Forward reaction prediction with 1.9M reactions from USPTO patents (1976-2016). (1) The product is: [CH3:14][O:13][C:5]1[CH:4]=[CH:3][C:2]([C:21]2[CH:26]=[CH:25][CH:24]=[CH:23][CH:22]=2)=[C:11]2[C:6]=1[CH2:7][CH2:8][C:9](=[O:12])[NH:10]2. Given the reactants Br[C:2]1[CH:3]=[CH:4][C:5]([O:13][CH3:14])=[C:6]2[C:11]=1[NH:10][C:9](=[O:12])[CH2:8][CH2:7]2.C(=O)([O-])[O-].[K+].[K+].[C:21]1(B(O)O)[CH:26]=[CH:25][CH:24]=[CH:23][CH:22]=1, predict the reaction product. (2) Given the reactants C(O[C:6]([N:8]1[C:20]2[C:11](=[C:12]3[C:17](=[C:18]([OH:21])[CH:19]=2)[N:16]=[CH:15][CH:14]=[CH:13]3)[CH:10]([CH2:22][Cl:23])[CH2:9]1)=[O:7])(C)(C)C.Cl.[CH3:25][O:26][C:27]1[CH:28]=[C:29]2[C:33](=[C:34]([O:38][CH3:39])[C:35]=1[O:36][CH3:37])[NH:32][C:31](C(O)=O)=[CH:30]2.CCN=C=NCCCN(C)C.P([O-])([O-])([O-])=O, predict the reaction product. The product is: [Cl:23][CH2:22][CH:10]1[C:11]2=[C:12]3[C:17](=[C:18]([OH:21])[CH:19]=[C:20]2[N:8]([C:6]([C:31]2[NH:32][C:33]4[C:29]([CH:30]=2)=[CH:28][C:27]([O:26][CH3:25])=[C:35]([O:36][CH3:37])[C:34]=4[O:38][CH3:39])=[O:7])[CH2:9]1)[N:16]=[CH:15][CH:14]=[CH:13]3. (3) Given the reactants Cl.[N:2]1[CH:7]=[CH:6][CH:5]=[C:4]([CH2:8]Cl)[CH:3]=1.[CH2:10]([O:14][C:15]1[CH:20]=[CH:19][C:18]([S:21]([NH:24][C:25]2([C:31]([O:33]C)=O)[CH2:30][CH2:29][CH2:28][CH2:27][CH2:26]2)(=[O:23])=[O:22])=[CH:17][CH:16]=1)[C:11]#[C:12][CH3:13].[OH:35][NH:36]C(C1CCCCC1)=O, predict the reaction product. The product is: [CH2:10]([O:14][C:15]1[CH:20]=[CH:19][C:18]([S:21]([N:24]([CH2:8][C:4]2[CH:3]=[N:2][CH:7]=[CH:6][CH:5]=2)[C:25]2([C:31]([NH:36][OH:35])=[O:33])[CH2:30][CH2:29][CH2:28][CH2:27][CH2:26]2)(=[O:23])=[O:22])=[CH:17][CH:16]=1)[C:11]#[C:12][CH3:13].